This data is from Full USPTO retrosynthesis dataset with 1.9M reactions from patents (1976-2016). The task is: Predict the reactants needed to synthesize the given product. Given the product [N:14]([CH2:13][CH2:12][N:9]1[C:8]2[CH:17]=[CH:18][C:5]([C:3]([OH:4])=[O:2])=[CH:6][C:7]=2[N:11]=[CH:10]1)=[N+:15]=[N-:16], predict the reactants needed to synthesize it. The reactants are: C[O:2][C:3]([C:5]1[CH:18]=[CH:17][C:8]2[N:9]([CH2:12][CH2:13][N:14]=[N+:15]=[N-:16])[CH:10]=[N:11][C:7]=2[CH:6]=1)=[O:4].[Li+].[OH-].